The task is: Predict the reaction yield, written as a fraction of the theoretical maximum amount of product (1.0 means a 100% yield; for example, 0.34 means a 34% yield).. This data is from Reaction yield outcomes from USPTO patents with 853,638 reactions. (1) The reactants are [NH2:1][C:2]1[CH:3]=[C:4]([CH:9]=[C:10]([N+:13]([O-:15])=[O:14])[C:11]=1[NH2:12])[C:5]([O:7][CH3:8])=[O:6].[N:16]([O-])=O.[Na+]. The catalyst is CC(O)=O. The product is [N+:13]([C:10]1[C:11]2[N:12]=[N:16][NH:1][C:2]=2[CH:3]=[C:4]([C:5]([O:7][CH3:8])=[O:6])[CH:9]=1)([O-:15])=[O:14]. The yield is 0.780. (2) The reactants are [NH2:1][C:2]1[CH:3]=[C:4]([CH:7]=[CH:8][C:9]=1[O:10][CH2:11][C:12]1[CH:17]=[CH:16][CH:15]=[CH:14][CH:13]=1)[C:5]#[N:6].[N:18]([O-])=O.[Na+].[Sn](Cl)Cl. The catalyst is Cl.O. The product is [CH2:11]([O:10][C:9]1[CH:8]=[CH:7][C:4]([C:5]#[N:6])=[CH:3][C:2]=1[NH:1][NH2:18])[C:12]1[CH:17]=[CH:16][CH:15]=[CH:14][CH:13]=1. The yield is 0.840.